From a dataset of Full USPTO retrosynthesis dataset with 1.9M reactions from patents (1976-2016). Predict the reactants needed to synthesize the given product. Given the product [Br:1][C:2]1[CH:3]=[C:4]2[C:8](=[CH:9][CH:10]=1)[N:7]([CH:21]1[CH2:22][CH2:23][N:18]([C:11]([O:13][C:14]([CH3:17])([CH3:16])[CH3:15])=[O:12])[CH2:19][CH2:20]1)[CH2:6][CH2:5]2, predict the reactants needed to synthesize it. The reactants are: [Br:1][C:2]1[CH:3]=[C:4]2[C:8](=[CH:9][CH:10]=1)[NH:7][CH2:6][CH2:5]2.[C:11]([N:18]1[CH2:23][CH2:22][C:21](=O)[CH2:20][CH2:19]1)([O:13][C:14]([CH3:17])([CH3:16])[CH3:15])=[O:12].[BH-](OC(C)=O)(OC(C)=O)OC(C)=O.[Na+].